This data is from Catalyst prediction with 721,799 reactions and 888 catalyst types from USPTO. The task is: Predict which catalyst facilitates the given reaction. (1) Reactant: [CH2:1]([CH:3]([NH:6][C:7]1[C:12]([NH2:13])=[N:11][C:10]([CH3:14])=[C:9]([CH3:15])[N:8]=1)[CH2:4][CH3:5])[CH3:2].[C:16](OC(OCC)OCC)(=O)C. Product: [CH2:1]([CH:3]([N:6]1[C:7]2=[N:8][C:9]([CH3:15])=[C:10]([CH3:14])[N:11]=[C:12]2[N:13]=[CH:16]1)[CH2:4][CH3:5])[CH3:2]. The catalyst class is: 13. (2) Reactant: [NH2:1][C:2]1[CH:3]=[C:4]2[C:9](=[C:10]([C:12]([F:15])([F:14])[F:13])[CH:11]=1)[N:8]=[CH:7][C:6]([C:16]#[N:17])=[C:5]2[NH:18][C:19]1[CH:24]=[CH:23][C:22]([F:25])=[C:21]([Cl:26])[CH:20]=1.[N:27]1([C:33]2[S:34][C:35]([CH:38]=O)=[CH:36][N:37]=2)[CH2:32][CH2:31][O:30][CH2:29][CH2:28]1.[BH3-]C#N.[Na+]. Product: [Cl:26][C:21]1[CH:20]=[C:19]([NH:18][C:5]2[C:4]3[C:9](=[C:10]([C:12]([F:13])([F:14])[F:15])[CH:11]=[C:2]([NH:1][CH2:38][C:35]4[S:34][C:33]([N:27]5[CH2:32][CH2:31][O:30][CH2:29][CH2:28]5)=[N:37][CH:36]=4)[CH:3]=3)[N:8]=[CH:7][C:6]=2[C:16]#[N:17])[CH:24]=[CH:23][C:22]=1[F:25]. The catalyst class is: 14. (3) Product: [CH:22]1(/[CH:21]=[C:20](/[C:11]2[NH:10][C:14]3=[N:15][CH:16]=[C:17]([F:19])[CH:18]=[C:13]3[CH:12]=2)\[C:27]2[CH:32]=[CH:31][C:30]([S:33]([CH3:36])(=[O:35])=[O:34])=[CH:29][CH:28]=2)[CH2:25][CH2:24][CH2:23]1. The catalyst class is: 54. Reactant: C1(S([N:10]2[C:14]3=[N:15][CH:16]=[C:17]([F:19])[CH:18]=[C:13]3[CH:12]=[C:11]2[C:20]([C:27]2[CH:32]=[CH:31][C:30]([S:33]([CH3:36])(=[O:35])=[O:34])=[CH:29][CH:28]=2)(O)[CH2:21][CH:22]2[CH2:25][CH2:24][CH2:23]2)(=O)=O)C=CC=CC=1.[F-].C([N+](CCCC)(CCCC)CCCC)CCC. (4) Reactant: [CH3:1][O:2][C:3]1[CH:8]=[CH:7][C:6]([C:9]2[C:13]3[C:14]([NH:18][CH2:19][C:20]([CH3:32])([CH3:31])[CH2:21][O:22][CH2:23][C:24]([O:26]C(C)(C)C)=[O:25])=[N:15][CH:16]=[CH:17][C:12]=3[O:11][C:10]=2[C:33]2[CH:38]=[CH:37][CH:36]=[CH:35][CH:34]=2)=[CH:5][CH:4]=1.FC(F)(F)C(O)=O. Product: [CH3:1][O:2][C:3]1[CH:4]=[CH:5][C:6]([C:9]2[C:13]3[C:14]([NH:18][CH2:19][C:20]([CH3:32])([CH3:31])[CH2:21][O:22][CH2:23][C:24]([OH:26])=[O:25])=[N:15][CH:16]=[CH:17][C:12]=3[O:11][C:10]=2[C:33]2[CH:38]=[CH:37][CH:36]=[CH:35][CH:34]=2)=[CH:7][CH:8]=1. The catalyst class is: 6. (5) Reactant: [Cl:1][C:2]1[C:7](=[O:8])[N:6]([CH2:9][C:10]([OH:12])=O)[N:5]=[CH:4][C:3]=1[NH:13][C@@H:14]1[CH2:19][C@@H:18]2[CH2:20][C@@H:16]([C:17]2([CH3:22])[CH3:21])[C@H:15]1[CH3:23].O[N:25]=[C:26]([C:28]1[CH:33]=[CH:32][N:31]=[CH:30][CH:29]=1)[NH2:27].C1(N=C=NC2CCCCC2)CCCCC1. Product: [Cl:1][C:2]1[C:7](=[O:8])[N:6]([CH2:9][C:10]2[O:12][N:27]=[C:26]([C:28]3[CH:33]=[CH:32][N:31]=[CH:30][CH:29]=3)[N:25]=2)[N:5]=[CH:4][C:3]=1[NH:13][C@@H:14]1[CH2:19][C@@H:18]2[CH2:20][C@@H:16]([C:17]2([CH3:22])[CH3:21])[C@H:15]1[CH3:23]. The catalyst class is: 4. (6) Reactant: [CH2:1]=[CH:2][CH:3]1[CH2:8][CH:7]2[O:9][CH:6]2[CH2:5][CH2:4]1.[C:10]([OH:21])(=[O:20])[CH2:11][CH2:12][CH2:13][CH2:14][CH2:15][CH2:16][C:17]([OH:19])=[O:18].C(N([CH2:27][CH3:28])CC)C. Product: [C:10]([O:21][CH:7]1[CH2:8][CH:3]([CH:2]=[CH2:1])[CH2:4][CH2:5][CH:6]1[OH:9])(=[O:20])[CH2:11][CH2:12][CH2:13][CH2:14][CH2:15][CH2:16][C:17]([O:19][CH:6]1[CH2:5][CH:4]([CH:27]=[CH2:28])[CH2:3][CH2:8][CH:7]1[OH:9])=[O:18]. The catalyst class is: 11. (7) Reactant: [CH:1]1([CH:7]([NH:24][C:25]2[CH:30]=[CH:29][C:28]([C:31]([N:33]([CH3:41])[CH2:34][CH2:35][C:36]([O:38][CH2:39][CH3:40])=[O:37])=[O:32])=[CH:27][CH:26]=2)[C:8]2[O:9][C:10]3[CH:17]=[CH:16][C:15]([O:18][CH2:19][CH2:20][CH2:21]SC)=[CH:14][C:11]=3[C:12]=2[CH3:13])[CH2:6][CH2:5][CH2:4][CH2:3][CH2:2]1.O[O:43][S:44]([O-:46])=O.[K+].[CH3:48]O. Product: [CH:1]1([CH:7]([NH:24][C:25]2[CH:30]=[CH:29][C:28]([C:31]([N:33]([CH3:41])[CH2:34][CH2:35][C:36]([O:38][CH2:39][CH3:40])=[O:37])=[O:32])=[CH:27][CH:26]=2)[C:8]2[O:9][C:10]3[CH:17]=[CH:16][C:15]([O:18][CH2:19][CH2:20][CH2:21][S:44]([CH3:48])(=[O:46])=[O:43])=[CH:14][C:11]=3[C:12]=2[CH3:13])[CH2:2][CH2:3][CH2:4][CH2:5][CH2:6]1. The catalyst class is: 6. (8) Reactant: [C:1]([O:7][C:8]1[C:13](=[O:14])[N:12]2[CH:15]=[CH:16][CH:17]=[CH:18][C:11]2=[N:10][C:9]=1[C:19]([O:21][CH3:22])=[O:20])(=[O:6])[C:2]([CH3:5])([CH3:4])[CH3:3].C1C(=O)N([Br:30])C(=O)C1. Product: [Br:30][C:16]1[CH:17]=[CH:18][C:11]2[N:12]([CH:15]=1)[C:13](=[O:14])[C:8]([O:7][C:1](=[O:6])[C:2]([CH3:5])([CH3:4])[CH3:3])=[C:9]([C:19]([O:21][CH3:22])=[O:20])[N:10]=2. The catalyst class is: 477. (9) Reactant: [Cl:1][C:2]1[C:24]([OH:25])=[CH:23][C:5]2[C:6]([C:9]([C:11]3[CH:16]=[C:15]([O:17][CH3:18])[C:14]([O:19][CH3:20])=[C:13]([O:21][CH3:22])[CH:12]=3)=[O:10])=[CH:7][O:8][C:4]=2[C:3]=1[Cl:26].[N+]([O-])(O)=[O:28].O.C(Cl)(Cl)Cl.CO. Product: [Cl:1][C:2]1[C:24](=[O:25])[C:23](=[O:28])[C:5]2[C:6]([C:9](=[O:10])[C:11]3[CH:16]=[C:15]([O:17][CH3:18])[C:14]([O:19][CH3:20])=[C:13]([O:21][CH3:22])[CH:12]=3)=[CH:7][O:8][C:4]=2[C:3]=1[Cl:26]. The catalyst class is: 15.